This data is from Full USPTO retrosynthesis dataset with 1.9M reactions from patents (1976-2016). The task is: Predict the reactants needed to synthesize the given product. Given the product [C:26]([O:15][C:14](=[O:16])[C@H:13]([NH:12][S:9]([C:6]1[CH:7]=[CH:8][C:3]([O:2][CH3:1])=[CH:4][CH:5]=1)(=[O:11])=[O:10])[CH:17]([CH3:19])[CH3:18])([CH3:29])([CH3:28])[CH3:27], predict the reactants needed to synthesize it. The reactants are: [CH3:1][O:2][C:3]1[CH:8]=[CH:7][C:6]([S:9]([NH:12][C@H:13]([CH:17]([CH3:19])[CH3:18])[C:14]([OH:16])=[O:15])(=[O:11])=[O:10])=[CH:5][CH:4]=1.C(NC(=NC(C)C)O[C:26]([CH3:29])([CH3:28])[CH3:27])(C)C.